Dataset: Catalyst prediction with 721,799 reactions and 888 catalyst types from USPTO. Task: Predict which catalyst facilitates the given reaction. Reactant: C([SiH](CC)CC)C.[CH2:8]([O:10][C:11]([C:13]1[NH:14][CH:15]=[C:16]([C:18](=O)[CH2:19][CH2:20][C:21]2[CH:26]=[CH:25][CH:24]=[CH:23][CH:22]=2)[CH:17]=1)=[O:12])[CH3:9]. Product: [CH2:8]([O:10][C:11]([C:13]1[NH:14][CH:15]=[C:16]([CH2:18][CH2:19][CH2:20][C:21]2[CH:22]=[CH:23][CH:24]=[CH:25][CH:26]=2)[CH:17]=1)=[O:12])[CH3:9]. The catalyst class is: 55.